Dataset: Full USPTO retrosynthesis dataset with 1.9M reactions from patents (1976-2016). Task: Predict the reactants needed to synthesize the given product. (1) Given the product [Cl:8][C:6]1[CH:5]=[C:4]([CH:9]([C:28]([F:29])([F:31])[F:30])/[CH:10]=[CH:11]/[C:12]2[CH:13]=[CH:14][C:15]([N:23]3[CH:27]=[N:26][CH:25]=[N:24]3)=[C:16]([CH:22]=2)[C:17]([OH:19])=[O:18])[CH:3]=[C:2]([Cl:1])[CH:7]=1, predict the reactants needed to synthesize it. The reactants are: [Cl:1][C:2]1[CH:3]=[C:4]([CH:9]([C:28]([F:31])([F:30])[F:29])/[CH:10]=[CH:11]/[C:12]2[CH:13]=[CH:14][C:15]([N:23]3[CH:27]=[N:26][CH:25]=[N:24]3)=[C:16]([CH:22]=2)[C:17]([O:19]CC)=[O:18])[CH:5]=[C:6]([Cl:8])[CH:7]=1. (2) Given the product [CH3:12][O:13][C:14]1[CH:21]=[CH:20][CH:19]=[C:18]([O:22][CH3:23])[C:15]=1[CH:16]1[N:11]([CH2:10][C:2]2[N:1]=[C:5]3[CH:6]=[CH:7][CH:8]=[CH:9][N:4]3[CH:3]=2)[C:14](=[O:13])[CH2:15][CH2:18][CH2:19]1, predict the reactants needed to synthesize it. The reactants are: [N:1]1[C:2]([CH2:10][NH2:11])=[CH:3][N:4]2[CH:9]=[CH:8][CH:7]=[CH:6][C:5]=12.[CH3:12][O:13][C:14]1[CH:21]=[CH:20][CH:19]=[C:18]([O:22][CH3:23])[C:15]=1[CH:16]=O. (3) Given the product [N:1]1([CH2:6][CH2:7][O:8][C:9]2[CH:10]=[CH:11][C:12]([CH2:15][C:16]([NH:19][C:20]3[S:21][CH:22]=[C:23]([CH3:28])[C:24]=3[C:25]([NH2:27])=[O:26])=[O:18])=[CH:13][CH:14]=2)[CH:5]=[CH:4][N:3]=[CH:2]1, predict the reactants needed to synthesize it. The reactants are: [N:1]1([CH2:6][CH2:7][O:8][C:9]2[CH:14]=[CH:13][C:12]([CH2:15][C:16]([OH:18])=O)=[CH:11][CH:10]=2)[CH:5]=[CH:4][N:3]=[CH:2]1.[NH2:19][C:20]1[S:21][CH:22]=[C:23]([CH3:28])[C:24]=1[C:25]([NH2:27])=[O:26]. (4) The reactants are: [CH3:1][O:2][C:3]1[CH:4]=[C:5]([NH:11][C:12]2[N:17]=[C:16]([N:18]3[C:22]([CH3:23])=[CH:21][C:20]([C:24]([F:27])([F:26])[F:25])=[N:19]3)[C:15]([C:28]3[CH:29]=[C:30]([C:34](O)=[O:35])[CH:31]=[N:32][CH:33]=3)=[CH:14][N:13]=2)[CH:6]=[C:7]([O:9][CH3:10])[CH:8]=1.CCN(CC)CC.CN(C(ON1N=NC2C=CC=CC1=2)=[N+](C)C)C.[B-](F)(F)(F)F.C1C=CC2N(O)N=NC=2C=1.[CH2:76]([CH2:78][NH2:79])[OH:77]. Given the product [CH3:1][O:2][C:3]1[CH:4]=[C:5]([NH:11][C:12]2[N:17]=[C:16]([N:18]3[C:22]([CH3:23])=[CH:21][C:20]([C:24]([F:25])([F:27])[F:26])=[N:19]3)[C:15]([C:28]3[CH:29]=[C:30]([C:34]([NH:79][CH2:78][CH2:76][OH:77])=[O:35])[CH:31]=[N:32][CH:33]=3)=[CH:14][N:13]=2)[CH:6]=[C:7]([O:9][CH3:10])[CH:8]=1, predict the reactants needed to synthesize it. (5) Given the product [N:15]1([CH:13]([NH:8][C:6]([C:2]2[S:1][CH:5]=[CH:4][CH:3]=2)=[O:7])[C:10]([CH3:11])([CH3:12])[CH3:9])[C:19]2[CH:20]=[CH:21][CH:22]=[CH:23][C:18]=2[N:17]=[N:16]1, predict the reactants needed to synthesize it. The reactants are: [S:1]1[CH:5]=[CH:4][CH:3]=[C:2]1[C:6]([NH2:8])=[O:7].[CH3:9][C:10]([CH:13]=O)([CH3:12])[CH3:11].[NH:15]1[C:19]2[CH:20]=[CH:21][CH:22]=[CH:23][C:18]=2[N:17]=[N:16]1.C1(C)C=CC(S(O)(=O)=O)=CC=1. (6) The reactants are: [F:1][C:2]1[CH:3]=[C:4]([NH2:9])[C:5]([NH2:8])=[CH:6][CH:7]=1.[C:10](N1C=CN=C1)(N1C=CN=C1)=[O:11].N. Given the product [F:1][C:2]1[CH:7]=[CH:6][C:5]2[NH:8][C:10](=[O:11])[NH:9][C:4]=2[CH:3]=1, predict the reactants needed to synthesize it. (7) Given the product [ClH:21].[CH3:19][S:16]([CH2:15][CH2:14][N:11]1[CH2:10][CH2:9][CH:8]([NH2:7])[CH2:13][CH2:12]1)(=[O:18])=[O:17], predict the reactants needed to synthesize it. The reactants are: C(OC(=O)[NH:7][CH:8]1[CH2:13][CH2:12][N:11]([CH2:14][CH2:15][S:16]([CH3:19])(=[O:18])=[O:17])[CH2:10][CH2:9]1)(C)(C)C.[ClH:21].